This data is from Forward reaction prediction with 1.9M reactions from USPTO patents (1976-2016). The task is: Predict the product of the given reaction. (1) Given the reactants C(O)(=O)C.[NH2:5][C:6]1[C:7]([N:12]2[C:16](=[O:17])[NH:15][C:14]([CH:18]([NH:32][C:33]3[CH:41]=[CH:40][C:36]([C:37]([NH2:39])=[NH:38])=[CH:35][CH:34]=3)[C:19]3[CH:24]=[C:23]([O:25][CH3:26])[CH:22]=[C:21](OCCO)[C:20]=3[F:31])=[N:13]2)=[N:8][CH:9]=[CH:10][CH:11]=1.COC(=O)N=C(SC)C(C1C(F)=C2C(=C(OC)C=1)[O:67][CH2:66][CH2:65][CH2:64]2)=NC1C=CC(C2N=C(C)ON=2)=CC=1.[F:77][C:78]([F:83])([F:82])[C:79]([OH:81])=[O:80].COC(=O)N=C(SC)C(C1C=C(OC)C=C(OCCO[Si](C(C)(C)C)(C)C)C=1F)=NC1C=CC(C2N=C(C)ON=2)=CC=1, predict the reaction product. The product is: [F:77][C:78]([F:83])([F:82])[C:79]([OH:81])=[O:80].[NH2:5][C:6]1[C:7]([N:12]2[C:16](=[O:17])[NH:15][C:14]([CH:18]([NH:32][C:33]3[CH:41]=[CH:40][C:36]([C:37]([NH2:39])=[NH:38])=[CH:35][CH:34]=3)[C:19]3[C:20]([F:31])=[C:21]4[C:22](=[C:23]([O:25][CH3:26])[CH:24]=3)[O:67][CH2:66][CH2:65][CH2:64]4)=[N:13]2)=[N:8][CH:9]=[CH:10][CH:11]=1. (2) Given the reactants [Br:1][C:2]1[CH:3]=[C:4]([CH:28]=[CH:29][CH:30]=1)[CH2:5][C:6]1[O:7][C:8]([CH3:27])=[C:9]([CH3:26])[C:10]=1[C:11]([C:13]1[CH:18]=[C:17]([CH:19]([CH3:21])[CH3:20])[C:16]([OH:22])=[C:15]([CH:23]([CH3:25])[CH3:24])[CH:14]=1)=[O:12].Cl[S:32]([C:35]1[CH:43]=[CH:42][C:38]([C:39]([OH:41])=[O:40])=[C:37]([OH:44])[CH:36]=1)(=[O:34])=[O:33], predict the reaction product. The product is: [Br:1][C:2]1[CH:3]=[C:4]([CH:28]=[CH:29][CH:30]=1)[CH2:5][C:6]1[O:7][C:8]([CH3:27])=[C:9]([CH3:26])[C:10]=1[C:11]([C:13]1[CH:14]=[C:15]([CH:23]([CH3:24])[CH3:25])[C:16]([O:22][S:32]([C:35]2[CH:43]=[CH:42][C:38]([C:39]([OH:41])=[O:40])=[C:37]([OH:44])[CH:36]=2)(=[O:34])=[O:33])=[C:17]([CH:19]([CH3:21])[CH3:20])[CH:18]=1)=[O:12]. (3) Given the reactants CC1C=NC=C(C=1)C(NC1CCNCC1)=O.ClC1C=CC(C=O)=CC=1OCC.[Cl:29][C:30]1[CH:54]=[CH:53][C:33]([CH2:34][N:35]2[CH2:40][CH2:39][CH:38]([NH:41][C:42]([C:44]3[CH:45]=CC=[C:48]4[C:52]=3[NH:51][CH:50]=[CH:49]4)=[O:43])[CH2:37][CH2:36]2)=[CH:32][C:31]=1[O:55][CH2:56][CH3:57].B.N1C=CC=CC=1, predict the reaction product. The product is: [Cl:29][C:30]1[CH:54]=[CH:53][C:33]([CH2:34][N:35]2[CH2:40][CH2:39][CH:38]([NH:41][C:42](=[O:43])[C:44]3[CH:45]=[C:49]([CH3:48])[CH:50]=[N:51][CH:52]=3)[CH2:37][CH2:36]2)=[CH:32][C:31]=1[O:55][CH2:56][CH3:57]. (4) The product is: [CH:33]1([C@H:25]([NH:24][C:23]([C:19]2[C:18]3[C:13](=[C:14]([F:38])[CH:15]=[CH:16][CH:17]=3)[C:12](=[O:39])[N:11]([NH:7][CH2:8][CH2:9][CH3:10])[C:20]=2[CH2:21][Br:22])=[O:37])[C:26]2[CH:31]=[CH:30][CH:29]=[C:28]([F:32])[CH:27]=2)[CH2:36][CH2:35][CH2:34]1. Given the reactants C(OC(=O)[N:7]([N:11]1[C:20]([CH2:21][Br:22])=[C:19]([C:23](=[O:37])[NH:24][C@@H:25]([CH:33]2[CH2:36][CH2:35][CH2:34]2)[C:26]2[CH:31]=[CH:30][CH:29]=[C:28]([F:32])[CH:27]=2)[C:18]2[C:13](=[C:14]([F:38])[CH:15]=[CH:16][CH:17]=2)[C:12]1=[O:39])[CH2:8][CH2:9][CH3:10])(C)(C)C, predict the reaction product. (5) The product is: [ClH:31].[CH2:1]([CH:3]([NH:7][C:8]1[CH:13]=[C:12]([F:14])[CH:11]=[CH:10][C:9]=1[CH2:15][NH2:16])[C:4]([OH:6])=[O:5])[CH3:2]. Given the reactants [CH2:1]([CH:3]([NH:7][C:8]1[CH:13]=[C:12]([F:14])[CH:11]=[CH:10][C:9]=1[CH2:15][N:16](C(OC(C)(C)C)=O)C(OC(C)(C)C)=O)[C:4]([OH:6])=[O:5])[CH3:2].[ClH:31].C(O)C, predict the reaction product. (6) Given the reactants [CH3:1][C:2]1([CH3:10])[NH:7][C:6](=[O:8])[CH2:5][C:4](=O)[CH2:3]1.[F:11][C:12]([F:21])([F:20])[C:13]1[CH:14]=[C:15]([CH:17]=[CH:18][CH:19]=1)[NH2:16].FC(F)(F)S([O-])(=O)=O.[Yb+3].FC(F)(F)S([O-])(=O)=O.FC(F)(F)S([O-])(=O)=O, predict the reaction product. The product is: [CH3:1][C:2]1([CH3:10])[NH:7][C:6](=[O:8])[CH:5]=[C:4]([NH:16][C:15]2[CH:17]=[CH:18][CH:19]=[C:13]([C:12]([F:11])([F:20])[F:21])[CH:14]=2)[CH2:3]1. (7) Given the reactants Cl.Cl.[NH2:3][CH:4]1[CH2:9][CH2:8][N:7]([C:10]2[C:20]([Cl:21])=[CH:19][C:13]([C:14]([O:16][CH2:17][CH3:18])=[O:15])=[CH:12][N:11]=2)[CH2:6][CH2:5]1.[C:22]1([S:28]([N:31]=[C:32]=[O:33])(=[O:30])=[O:29])[CH:27]=[CH:26][CH:25]=[CH:24][CH:23]=1.CC(O)=O, predict the reaction product. The product is: [Cl:21][C:20]1[C:10]([N:7]2[CH2:6][CH2:5][CH:4]([NH:3][C:32]([NH:31][S:28]([C:22]3[CH:23]=[CH:24][CH:25]=[CH:26][CH:27]=3)(=[O:30])=[O:29])=[O:33])[CH2:9][CH2:8]2)=[N:11][CH:12]=[C:13]([CH:19]=1)[C:14]([O:16][CH2:17][CH3:18])=[O:15]. (8) Given the reactants [N:1]1[CH:6]=[CH:5][CH:4]=[C:3]([CH:7]([CH3:13])[C:8]([O:10][CH2:11][CH3:12])=[O:9])[CH:2]=1.[CH3:14][Si]([N-][Si](C)(C)C)(C)C.[Li+].CO[C:26]1[CH:33]=[CH:32][C:29]([CH2:30]Cl)=[CH:28][CH:27]=1, predict the reaction product. The product is: [CH3:13][C:7]([C:3]1[CH:2]=[N:1][CH:6]=[CH:5][CH:4]=1)([CH2:14][C:26]1[CH:33]=[CH:32][C:29]([CH3:30])=[CH:28][CH:27]=1)[C:8]([O:10][CH2:11][CH3:12])=[O:9].